From a dataset of Full USPTO retrosynthesis dataset with 1.9M reactions from patents (1976-2016). Predict the reactants needed to synthesize the given product. Given the product [CH3:32][N:31]([CH2:30][C:22]1[N:21]([CH3:20])[C:29]2[C:24]([CH:23]=1)=[CH:25][CH:26]=[CH:27][CH:28]=2)[C:17](=[O:19])/[CH:16]=[CH:15]/[C:7]1[CH:6]=[N:5][C:14]2[NH:13][CH2:12][CH2:11][CH2:10][C:9]=2[CH:8]=1, predict the reactants needed to synthesize it. The reactants are: C(Cl)CCl.[N:5]1[C:14]2[NH:13][CH2:12][CH2:11][CH2:10][C:9]=2[CH:8]=[C:7](/[CH:15]=[CH:16]/[C:17]([OH:19])=O)[CH:6]=1.[CH3:20][N:21]1[C:29]2[C:24](=[CH:25][CH:26]=[CH:27][CH:28]=2)[CH:23]=[C:22]1[CH2:30][NH:31][CH3:32].C1C=CC2N(O)N=NC=2C=1.O.CCN(CC)CC.